Task: Predict the product of the given reaction.. Dataset: Forward reaction prediction with 1.9M reactions from USPTO patents (1976-2016) (1) Given the reactants [O:1]=[C:2]([C:15]1[CH:20]=[CH:19][C:18]([C:21]2[CH:26]=[CH:25][C:24]([NH:27][C:28](=[O:33])[CH2:29][CH2:30][CH2:31][CH3:32])=[CH:23][CH:22]=2)=[CH:17][CH:16]=1)[CH2:3][CH:4]([C:10]([O:12]CC)=[O:11])[C:5]([O:7]CC)=[O:6].[OH-].[Na+], predict the reaction product. The product is: [O:1]=[C:2]([C:15]1[CH:20]=[CH:19][C:18]([C:21]2[CH:22]=[CH:23][C:24]([NH:27][C:28](=[O:33])[CH2:29][CH2:30][CH2:31][CH3:32])=[CH:25][CH:26]=2)=[CH:17][CH:16]=1)[CH2:3][CH:4]([C:5]([OH:7])=[O:6])[C:10]([OH:12])=[O:11]. (2) Given the reactants [CH3:1][O:2][C:3]1[CH:18]=[CH:17][C:6]([O:7][C:8]2[CH:9]=[C:10]3[C:14](=[CH:15][CH:16]=2)[NH:13][N:12]=[CH:11]3)=[CH:5][CH:4]=1.[F:19][C:20]1[CH:25]=[CH:24][C:23](Br)=[CH:22][CH:21]=1.C(=O)([O-])[O-].[K+].[K+].CN(C)C(=O)C, predict the reaction product. The product is: [F:19][C:20]1[CH:25]=[CH:24][C:23]([N:13]2[C:14]3[C:10](=[CH:9][C:8]([O:7][C:6]4[CH:17]=[CH:18][C:3]([O:2][CH3:1])=[CH:4][CH:5]=4)=[CH:16][CH:15]=3)[CH:11]=[N:12]2)=[CH:22][CH:21]=1.